From a dataset of Peptide-MHC class I binding affinity with 185,985 pairs from IEDB/IMGT. Regression. Given a peptide amino acid sequence and an MHC pseudo amino acid sequence, predict their binding affinity value. This is MHC class I binding data. (1) The peptide sequence is EVLYNMIDI. The MHC is H-2-Db with pseudo-sequence H-2-Db. The binding affinity (normalized) is 0. (2) The MHC is HLA-A01:01 with pseudo-sequence HLA-A01:01. The binding affinity (normalized) is 0. The peptide sequence is SYINRTGTF. (3) The binding affinity (normalized) is 0.0847. The peptide sequence is AEGVVAFLI. The MHC is HLA-B15:17 with pseudo-sequence HLA-B15:17. (4) The peptide sequence is LPSLEYGANY. The MHC is HLA-B54:01 with pseudo-sequence HLA-B54:01. The binding affinity (normalized) is 0.365. (5) The peptide sequence is RVTKRDESSI. The MHC is HLA-A02:02 with pseudo-sequence HLA-A02:02. The binding affinity (normalized) is 0.130. (6) The peptide sequence is VTNLISETLK. The MHC is HLA-A02:03 with pseudo-sequence HLA-A02:03. The binding affinity (normalized) is 0. (7) The peptide sequence is KRHRILDMYM. The MHC is HLA-B27:05 with pseudo-sequence HLA-B27:05. The binding affinity (normalized) is 0.614.